This data is from Forward reaction prediction with 1.9M reactions from USPTO patents (1976-2016). The task is: Predict the product of the given reaction. (1) Given the reactants [CH:1]1[C:6]([N+:7]([O-:9])=[O:8])=[CH:5][CH:4]=[C:3]([OH:10])[CH:2]=1.[CH2:11](I)[CH2:12][CH2:13][CH2:14][CH2:15][CH2:16][CH2:17][CH2:18][CH2:19][CH3:20].C(=O)([O-])[O-].[K+].[K+].O, predict the reaction product. The product is: [CH2:11]([O:10][C:3]1[CH:4]=[CH:5][C:6]([N+:7]([O-:9])=[O:8])=[CH:1][CH:2]=1)[CH2:12][CH2:13][CH2:14][CH2:15][CH2:16][CH2:17][CH2:18][CH2:19][CH3:20]. (2) Given the reactants ClC1C=CC=C(C(OO)=[O:9])C=1.[N:12]1([C:19]([O:21][CH2:22][C:23]2[CH:28]=[CH:27][CH:26]=[CH:25][CH:24]=2)=[O:20])[CH2:18][CH2:17][CH:16]=[CH:15][CH2:14][CH2:13]1.C(OCC)(=O)C, predict the reaction product. The product is: [CH:16]12[O:9][CH:15]1[CH2:14][CH2:13][N:12]([C:19]([O:21][CH2:22][C:23]1[CH:24]=[CH:25][CH:26]=[CH:27][CH:28]=1)=[O:20])[CH2:18][CH2:17]2. (3) The product is: [F:11][C:6]1[CH:5]=[C:4]([C@H:2]([OH:3])[CH3:1])[CH:9]=[CH:8][C:7]=1[F:10]. Given the reactants [CH3:1][C:2]([C:4]1[CH:9]=[CH:8][C:7]([F:10])=[C:6]([F:11])[CH:5]=1)=[O:3].CC(C)=O.C(OCC)(=O)C, predict the reaction product. (4) Given the reactants [OH:1][CH2:2][C@H:3]([NH:10][C:11](=[O:17])[C@@H:12]([CH3:16])[CH2:13][CH:14]=[CH2:15])[C:4]1[CH:9]=[CH:8][CH:7]=[CH:6][N:5]=1.[CH3:18][C@H:19]([CH2:23][CH:24]=[CH2:25])[C:20](O)=[O:21].CCOC(C)=O.CCCCCC, predict the reaction product. The product is: [CH3:18][C@H:19]([CH2:23][CH:24]=[CH2:25])[C:20]([O:1][CH2:2][C@H:3]([NH:10][C:11](=[O:17])[C@@H:12]([CH3:16])[CH2:13][CH:14]=[CH2:15])[C:4]1[CH:9]=[CH:8][CH:7]=[CH:6][N:5]=1)=[O:21]. (5) Given the reactants C[O:2][C:3]([C:5]1([CH3:19])[C:18]2[CH:17]=[CH:16][CH:15]=[CH:14][C:13]=2[O:12][C:11]2[C:6]1=[CH:7][CH:8]=[CH:9][CH:10]=2)=[O:4], predict the reaction product. The product is: [CH3:19][C:5]1([C:3]([OH:4])=[O:2])[C:6]2[CH:7]=[CH:8][CH:9]=[CH:10][C:11]=2[O:12][C:13]2[C:18]1=[CH:17][CH:16]=[CH:15][CH:14]=2. (6) Given the reactants O.[C:2]1([CH3:12])[CH:7]=[CH:6][C:5]([S:8]([OH:11])(=[O:10])=[O:9])=[CH:4][CH:3]=1.C([N:20]1[CH2:24][CH2:23][C@@H:22]([OH:25])[CH2:21]1)(OC(C)(C)C)=O, predict the reaction product. The product is: [NH:20]1[CH2:24][CH2:23][C@@H:22]([OH:25])[CH2:21]1.[CH3:12][C:2]1[CH:3]=[CH:4][C:5]([S:8]([O-:11])(=[O:10])=[O:9])=[CH:6][CH:7]=1. (7) Given the reactants [CH2:1]([O:3][C:4]([C:6]1[N:7]([NH2:16])[C:8]([C:11]([O:13][CH2:14][CH3:15])=[O:12])=[CH:9][CH:10]=1)=[O:5])[CH3:2].CO[CH:19]([N:22]([CH3:24])[CH3:23])OC, predict the reaction product. The product is: [CH2:1]([O:3][C:4]([C:6]1[N:7]([N:16]=[CH:19][N:22]([CH3:24])[CH3:23])[C:8]([C:11]([O:13][CH2:14][CH3:15])=[O:12])=[CH:9][CH:10]=1)=[O:5])[CH3:2].